From a dataset of Catalyst prediction with 721,799 reactions and 888 catalyst types from USPTO. Predict which catalyst facilitates the given reaction. (1) Reactant: [CH2:1]([N:8]([CH2:28][C:29]([CH2:31]I)=[CH2:30])[C@@H:9]([CH2:20][C:21]([O:23][C:24]([CH3:27])([CH3:26])[CH3:25])=[O:22])[C:10]([O:12][CH2:13][C:14]1[CH:19]=[CH:18][CH:17]=[CH:16][CH:15]=1)=[O:11])[C:2]1[CH:7]=[CH:6][CH:5]=[CH:4][CH:3]=1.[Li+].C[Si]([N-][Si](C)(C)C)(C)C. Product: [CH2:1]([N:8]1[CH2:28][C:29](=[CH2:31])[CH2:30][C@H:20]([C:21]([O:23][C:24]([CH3:27])([CH3:26])[CH3:25])=[O:22])[C@H:9]1[C:10]([O:12][CH2:13][C:14]1[CH:19]=[CH:18][CH:17]=[CH:16][CH:15]=1)=[O:11])[C:2]1[CH:7]=[CH:6][CH:5]=[CH:4][CH:3]=1. The catalyst class is: 1. (2) Product: [NH2:31][C:29](=[O:30])[CH2:28][N:25]([CH2:24][C:21]1[N:20]=[C:19]([C@H:10]([CH2:9][CH2:8][CH2:7][CH:1]2[CH2:2][CH2:3][CH2:4][CH2:5][CH2:6]2)[CH2:11][C:12]([O:14][C:15]([CH3:17])([CH3:18])[CH3:16])=[O:13])[O:23][N:22]=1)[CH3:26]. Reactant: [CH:1]1([CH2:7][CH2:8][CH2:9][C@@H:10]([C:19]2[O:23][N:22]=[C:21]([CH2:24][NH:25][CH3:26])[N:20]=2)[CH2:11][C:12]([O:14][C:15]([CH3:18])([CH3:17])[CH3:16])=[O:13])[CH2:6][CH2:5][CH2:4][CH2:3][CH2:2]1.Br[CH2:28][C:29]([NH2:31])=[O:30]. The catalyst class is: 424. (3) Reactant: [NH2:1][C:2]1[N:10]=[C:9]([O:11][CH2:12][CH2:13][O:14][CH3:15])[N:8]=[C:7]2[C:3]=1[N:4]=[C:5]([O:33][CH3:34])[N:6]2[CH2:16][CH2:17][CH:18]1[CH2:23][CH2:22][N:21]([CH2:24][C:25]2[CH:32]=[CH:31][C:28]([CH:29]=O)=[CH:27][CH:26]=2)[CH2:20][CH2:19]1.[CH3:35][NH:36][CH3:37].C(O[BH-](OC(=O)C)OC(=O)C)(=O)C.[Na+].C(=O)([O-])O.[Na+]. Product: [CH3:35][N:36]([CH2:29][C:28]1[CH:31]=[CH:32][C:25]([CH2:24][N:21]2[CH2:20][CH2:19][CH:18]([CH2:17][CH2:16][N:6]3[C:5]([O:33][CH3:34])=[N:4][C:3]4[C:7]3=[N:8][C:9]([O:11][CH2:12][CH2:13][O:14][CH3:15])=[N:10][C:2]=4[NH2:1])[CH2:23][CH2:22]2)=[CH:26][CH:27]=1)[CH3:37]. The catalyst class is: 1. (4) The catalyst class is: 93. Reactant: [Cl:1][C:2]1[N:7]=[CH:6][C:5]([CH2:8][NH:9][CH2:10][CH2:11][CH2:12][C:13]#[N:14])=[CH:4][CH:3]=1.C[Al](C)C.CCCCCC.C(Cl)(Cl)Cl.CO. Product: [Cl:1][C:2]1[N:7]=[CH:6][C:5]([CH2:8][N:9]2[CH2:10][CH2:11][CH2:12][C:13]2=[NH:14])=[CH:4][CH:3]=1. (5) Reactant: [CH3:1][C:2]1[CH:7]=[CH:6][CH:5]=[CH:4][C:3]=1[C@H:8]1[C@@H:12]([C:13]2[CH:18]=[CH:17][CH:16]=[CH:15][C:14]=2[CH3:19])[NH:11][C:10](=[S:20])[NH:9]1.[CH3:21][I:22]. The catalyst class is: 14. Product: [IH:22].[CH3:19][C:14]1[CH:15]=[CH:16][CH:17]=[CH:18][C:13]=1[C@H:12]1[C@@H:8]([C:3]2[CH:4]=[CH:5][CH:6]=[CH:7][C:2]=2[CH3:1])[NH:9][C:10]([S:20][CH3:21])=[N:11]1. (6) Reactant: C([O:3][C:4]([C:6]1[C:7]([CH2:11][CH2:12][CH2:13][CH3:14])=[N:8][O:9][CH:10]=1)=[O:5])C.O.[OH-].[Li+].CO.Cl. Product: [CH2:11]([C:7]1[C:6]([C:4]([OH:5])=[O:3])=[CH:10][O:9][N:8]=1)[CH2:12][CH2:13][CH3:14]. The catalyst class is: 20. (7) Reactant: [NH2:1][C:2]1[N:7]=[CH:6][C:5]([C:8]#N)=[CH:4][CH:3]=1.[H-].C([Al+]CC(C)C)C(C)C.Cl.[OH-:21].[Na+]. Product: [NH2:1][C:2]1[N:7]=[CH:6][C:5]([CH:8]=[O:21])=[CH:4][CH:3]=1. The catalyst class is: 93. (8) Reactant: [NH2:1][C:2]1[CH:18]=[CH:17][CH:16]=[CH:15][C:3]=1[C:4]([NH:6][CH2:7][CH2:8][C:9]1[CH:14]=[CH:13][CH:12]=[CH:11][CH:10]=1)=[O:5].[CH:19](=O)[C:20]1[CH:25]=[CH:24][CH:23]=[CH:22][CH:21]=1. Product: [CH2:7]([N:6]1[C:4](=[O:5])[C:3]2[C:2](=[CH:18][CH:17]=[CH:16][CH:15]=2)[NH:1][CH:19]1[C:20]1[CH:25]=[CH:24][CH:23]=[CH:22][CH:21]=1)[CH2:8][C:9]1[CH:10]=[CH:11][CH:12]=[CH:13][CH:14]=1. The catalyst class is: 8. (9) Reactant: FC1C=C(C=CC=1)CN1C2C(=CC=CC=2CCC2C=CC(C(O)=O)=CC=2)CC1.[CH3:29][O:30][C:31]1[CH:32]=[C:33]([CH:57]=[CH:58][CH:59]=1)[CH2:34][CH2:35][N:36]1[CH2:44][C:43]2[C:38](=[CH:39][CH:40]=[CH:41][C:42]=2[CH2:45][CH2:46][C:47]2[CH:56]=[CH:55][C:50]([C:51]([O:53]C)=[O:52])=[CH:49][CH:48]=2)[CH2:37]1.[Li+].[OH-]. Product: [CH3:29][O:30][C:31]1[CH:32]=[C:33]([CH:57]=[CH:58][CH:59]=1)[CH2:34][CH2:35][N:36]1[CH2:44][C:43]2[C:38](=[CH:39][CH:40]=[CH:41][C:42]=2[CH2:45][CH2:46][C:47]2[CH:48]=[CH:49][C:50]([C:51]([OH:53])=[O:52])=[CH:55][CH:56]=2)[CH2:37]1. The catalyst class is: 12.